From a dataset of Reaction yield outcomes from USPTO patents with 853,638 reactions. Predict the reaction yield, written as a fraction of the theoretical maximum amount of product (1.0 means a 100% yield; for example, 0.34 means a 34% yield). (1) The reactants are O=P(Cl)(Cl)Cl.[NH2:6][N:7]1[C:16](=[O:17])[C:15]2[C:10](=[CH:11][CH:12]=[CH:13][CH:14]=2)[N:9]=[C:8]1[CH3:18].[C:19]([O-:22])(O)=O.[Na+].Cl.[CH3:25]N(C=O)C. No catalyst specified. The product is [O:17]=[C:16]1[C:15]2[CH:14]=[CH:13][CH:12]=[CH:11][C:10]=2[NH:9][C:8]2=[C:18]([CH:19]=[O:22])[CH:25]=[N:6][N:7]12. The yield is 0.825. (2) The reactants are [N:1]1[CH:6]=[CH:5][CH:4]=[CH:3][C:2]=1[C:7]([OH:9])=O.[CH2:10]([N:12](CC)CC)[CH3:11].ClC(OCC(C)C)=O.Cl.ClCCN. The catalyst is ClCCl. The product is [O:9]1[CH2:11][CH2:10][N:12]=[C:7]1[C:2]1[CH:3]=[CH:4][CH:5]=[CH:6][N:1]=1. The yield is 0.520. (3) The reactants are [H-].[Na+].[CH:3]1[CH:8]=[CH:7][C:6]([C:9]([C:14]2[CH:19]=[CH:18][CH:17]=[CH:16][CH:15]=2)=[N:10][CH2:11][C:12]#[N:13])=[CH:5][CH:4]=1.[H][H].[Cl:22][C:23]1[CH:28]=[C:27]([CH2:29]OS(C)(=O)=O)[CH:26]=[CH:25][N:24]=1.[Cl-].[NH4+]. The catalyst is C1COCC1. The product is [C:9](=[N:10][CH:11]([CH2:29][C:27]1[CH:26]=[CH:25][N:24]=[C:23]([Cl:22])[CH:28]=1)[C:12]#[N:13])([C:6]1[CH:5]=[CH:4][CH:3]=[CH:8][CH:7]=1)[C:14]1[CH:19]=[CH:18][CH:17]=[CH:16][CH:15]=1. The yield is 0.520. (4) The reactants are CN(C)[CH:3]=[CH:4][C:5]([C:7]1[C:12](=[O:13])[CH:11]=[CH:10][N:9]([C:14]2[CH:19]=[CH:18][C:17]([N:20]3[CH2:25][CH2:24][O:23][CH2:22][CH2:21]3)=[CH:16][CH:15]=2)[N:8]=1)=O.[CH3:27][CH:28]([CH3:32])[CH2:29][NH:30][NH2:31]. The catalyst is CO. The product is [CH3:27][CH:28]([CH3:32])[CH2:29][N:30]1[C:5]([C:7]2[C:12](=[O:13])[CH:11]=[CH:10][N:9]([C:14]3[CH:15]=[CH:16][C:17]([N:20]4[CH2:25][CH2:24][O:23][CH2:22][CH2:21]4)=[CH:18][CH:19]=3)[N:8]=2)=[CH:4][CH:3]=[N:31]1. The yield is 0.150. (5) The reactants are [F:1][C:2]([F:49])([F:48])[C:3]1[CH:4]=[C:5]([CH:41]=[C:42]([C:44]([F:47])([F:46])[F:45])[CH:43]=1)[C:6]([N:8]1[CH2:12][C@@:11]([CH2:20][CH2:21][N:22]2[CH2:27][CH2:26][C:25]3([C:35]4[C:30](=[CH:31][CH:32]=[CH:33][CH:34]=4)[CH2:29][C@@H:28]3[O:36]CC(O)=O)[CH2:24][CH2:23]2)([C:13]2[CH:18]=[CH:17][C:16]([F:19])=[CH:15][CH:14]=2)[O:10][CH2:9]1)=[O:7].[CH2:50]([N:52]([CH2:55][CH3:56])[CH2:53][CH3:54])C.ClC(OCC(C)C)=[O:59].CNCC[CH2:69][CH2:70][CH2:71][CH2:72][C:73]([O:75][CH2:76][CH3:77])=[O:74].C(=O)([O-])O.[Na+]. The catalyst is ClCCl. The product is [F:47][C:44]([F:45])([F:46])[C:42]1[CH:41]=[C:5]([CH:4]=[C:3]([C:2]([F:49])([F:48])[F:1])[CH:43]=1)[C:6]([N:8]1[CH2:12][C@@:11]([CH2:20][CH2:21][N:22]2[CH2:27][CH2:26][C:25]3([C:35]4[C:30](=[CH:31][CH:32]=[CH:33][CH:34]=4)[CH2:29][C@@H:28]3[O:36][CH2:54][C:53]([N:52]([CH3:50])[CH2:55][CH2:56][CH2:69][CH2:70][CH2:71][CH2:72][C:73]([O:75][CH2:76][CH3:77])=[O:74])=[O:59])[CH2:24][CH2:23]2)([C:13]2[CH:18]=[CH:17][C:16]([F:19])=[CH:15][CH:14]=2)[O:10][CH2:9]1)=[O:7]. The yield is 0.790.